From a dataset of Full USPTO retrosynthesis dataset with 1.9M reactions from patents (1976-2016). Predict the reactants needed to synthesize the given product. (1) The reactants are: CO.[CH2:3]([CH:10]1[CH2:15][CH2:14][NH:13][CH2:12][CH2:11]1)[C:4]1[CH:9]=[CH:8][CH:7]=[CH:6][CH:5]=1.[C:16]1(=O)[CH2:21][CH2:20][CH2:19][CH2:18][CH2:17]1.C([BH3-])#N.[Na+]. Given the product [CH:16]1([N:13]2[CH2:14][CH2:15][CH:10]([CH2:3][C:4]3[CH:9]=[CH:8][CH:7]=[CH:6][CH:5]=3)[CH2:11][CH2:12]2)[CH2:21][CH2:20][CH2:19][CH2:18][CH2:17]1, predict the reactants needed to synthesize it. (2) Given the product [N:58]1([C:56]([NH:3][C@@H:4]2[C:18](=[O:19])[N:17]3[CH2:20][C@H:21]([O:23][C:24]4[C:33]5[C:28](=[C:29]([CH3:36])[C:30]([O:34][CH3:35])=[CH:31][CH:32]=5)[N:27]=[C:26]([C:37]5[S:38][CH:39]=[C:40]([CH:42]([CH3:43])[CH3:44])[N:41]=5)[CH:25]=4)[CH2:22][C@H:16]3[C:15](=[O:45])[NH:14][C@:13]3([C:47]([NH:49][S:50]([CH:53]4[CH2:54][CH2:55]4)(=[O:51])=[O:52])=[O:48])[CH2:46][C@H:12]3[CH:11]=[CH:10][CH2:9][CH2:8][CH2:7][CH2:6][CH2:5]2)=[O:66])[CH2:59][CH2:62][CH2:61]1, predict the reactants needed to synthesize it. The reactants are: Cl.Cl.[NH2:3][C@@H:4]1[C:18](=[O:19])[N:17]2[CH2:20][C@H:21]([O:23][C:24]3[C:33]4[C:28](=[C:29]([CH3:36])[C:30]([O:34][CH3:35])=[CH:31][CH:32]=4)[N:27]=[C:26]([C:37]4[S:38][CH:39]=[C:40]([CH:42]([CH3:44])[CH3:43])[N:41]=4)[CH:25]=3)[CH2:22][C@H:16]2[C:15](=[O:45])[NH:14][C@:13]2([C:47]([NH:49][S:50]([CH:53]3[CH2:55][CH2:54]3)(=[O:52])=[O:51])=[O:48])[CH2:46][C@H:12]2[CH:11]=[CH:10][CH2:9][CH2:8][CH2:7][CH2:6][CH2:5]1.[CH2:56]([N:58]([CH2:61][CH3:62])[CH2:59]C)C.ClC(Cl)([O:66]C(=O)OC(Cl)(Cl)Cl)Cl.C(N)C. (3) Given the product [Cl:1][C:2]1[N:10]=[C:9]2[C:5]([N:6]=[CH:7][N:8]2[CH3:30])=[C:4]([NH:11][CH2:12][CH2:13][CH2:14][CH2:15][CH:16]=[C:17]([C:24]2[CH:29]=[CH:28][CH:27]=[CH:26][CH:25]=2)[C:18]2[CH:19]=[CH:20][CH:21]=[CH:22][CH:23]=2)[N:3]=1, predict the reactants needed to synthesize it. The reactants are: [Cl:1][C:2]1[N:10]=[C:9]2[C:5]([N:6]=[CH:7][NH:8]2)=[C:4]([NH:11][CH2:12][CH2:13][CH2:14][CH2:15][CH:16]=[C:17]([C:24]2[CH:29]=[CH:28][CH:27]=[CH:26][CH:25]=2)[C:18]2[CH:23]=[CH:22][CH:21]=[CH:20][CH:19]=2)[N:3]=1.[C:30](=O)([O-])[O-].[K+].[K+].CI.O. (4) Given the product [CH3:15][C:16]1([CH3:23])[O:20][C@@H:19]([CH2:21][N:11]2[CH2:12][CH2:13][N:8]([C:6]([O:5][C:1]([CH3:4])([CH3:2])[CH3:3])=[O:7])[CH2:9][C@@H:10]2[CH3:14])[CH2:18][O:17]1, predict the reactants needed to synthesize it. The reactants are: [C:1]([O:5][C:6]([N:8]1[CH2:13][CH2:12][NH:11][C@@H:10]([CH3:14])[CH2:9]1)=[O:7])([CH3:4])([CH3:3])[CH3:2].[CH3:15][C:16]1([CH3:23])[O:20][C@@H:19]([CH:21]=O)[CH2:18][O:17]1.C=O. (5) Given the product [Br:5][C:6]1[CH:7]=[C:8]2[C:12](=[CH:13][CH:14]=1)[CH:11]([Cl:3])[CH2:10][CH2:9]2, predict the reactants needed to synthesize it. The reactants are: S(Cl)([Cl:3])=O.[Br:5][C:6]1[CH:7]=[C:8]2[C:12](=[CH:13][CH:14]=1)[CH:11](O)[CH2:10][CH2:9]2.C(=O)([O-])O.[Na+]. (6) Given the product [Cl:13][C:14]1[CH:19]=[CH:18][C:17]([C:8]2[C:7]([O:35][CH2:34][CH2:33][O:32][CH3:31])=[N:6][CH:5]=[C:4]([CH:9]=2)[C:3]([NH:23][CH2:24][C:25]([CH:28]2[CH2:30][CH2:29]2)([OH:27])[CH3:26])=[O:12])=[CH:16][CH:15]=1, predict the reactants needed to synthesize it. The reactants are: CO[C:3](=[O:12])[C:4]1[CH:9]=[C:8](Br)[C:7](Cl)=[N:6][CH:5]=1.[Cl:13][C:14]1[CH:19]=[CH:18][C:17](B(O)O)=[CH:16][CH:15]=1.[NH2:23][CH2:24][C:25]([CH:28]1[CH2:30][CH2:29]1)([OH:27])[CH3:26].[CH3:31][O:32][CH2:33][CH2:34][OH:35]. (7) Given the product [C:24]([C:23]1[CH:26]=[CH:27][C:20]([C:19]2[N:28]=[C:4]([OH:6])[C:3]3[CH:7]=[CH:8][CH:9]=[N:10][C:2]=3[CH:1]=2)=[CH:21][CH:22]=1)#[N:25], predict the reactants needed to synthesize it. The reactants are: [CH3:1][C:2]1[N:10]=[CH:9][CH:8]=[CH:7][C:3]=1[C:4]([OH:6])=O.C([N-]C(C)C)(C)C.[Li+].[C:19](#[N:28])[C:20]1[CH:27]=[CH:26][C:23]([C:24]#[N:25])=[CH:22][CH:21]=1.O. (8) The reactants are: [N:1]1[C:10]2[C:5](=[C:6]([S:11]([NH:14][C:15](=[O:17])[CH3:16])(=[O:13])=[O:12])[CH:7]=[CH:8][CH:9]=2)[CH:4]=[CH:3][CH:2]=1. Given the product [NH:1]1[C:10]2[C:5](=[C:6]([S:11]([NH:14][C:15](=[O:17])[CH3:16])(=[O:12])=[O:13])[CH:7]=[CH:8][CH:9]=2)[CH2:4][CH2:3][CH2:2]1, predict the reactants needed to synthesize it. (9) Given the product [F:1][C:2]1[CH:7]=[CH:6][C:5]([F:8])=[CH:4][C:3]=1[CH:9]([S:20]([C:23]1[CH:24]=[CH:25][C:26]([F:29])=[CH:27][CH:28]=1)(=[O:22])=[O:21])[C:10]1[C:11]([CH3:19])=[CH:12][C:13]([C:16]([N:34]2[CH2:35][CH2:36][CH:31]([OH:30])[CH2:32][CH2:33]2)=[O:18])=[N:14][CH:15]=1, predict the reactants needed to synthesize it. The reactants are: [F:1][C:2]1[CH:7]=[CH:6][C:5]([F:8])=[CH:4][C:3]=1[CH:9]([S:20]([C:23]1[CH:28]=[CH:27][C:26]([F:29])=[CH:25][CH:24]=1)(=[O:22])=[O:21])[C:10]1[C:11]([CH3:19])=[CH:12][C:13]([C:16]([OH:18])=O)=[N:14][CH:15]=1.[OH:30][CH:31]1[CH2:36][CH2:35][NH:34][CH2:33][CH2:32]1.ON1C2C=CC=CC=2N=N1.Cl.C(N=C=NCCCN(C)C)C.CN1CCOCC1.